Dataset: NCI-60 drug combinations with 297,098 pairs across 59 cell lines. Task: Regression. Given two drug SMILES strings and cell line genomic features, predict the synergy score measuring deviation from expected non-interaction effect. (1) Drug 1: CC1=CC2C(CCC3(C2CCC3(C(=O)C)OC(=O)C)C)C4(C1=CC(=O)CC4)C. Drug 2: CC1=C2C(C(=O)C3(C(CC4C(C3C(C(C2(C)C)(CC1OC(=O)C(C(C5=CC=CC=C5)NC(=O)C6=CC=CC=C6)O)O)OC(=O)C7=CC=CC=C7)(CO4)OC(=O)C)O)C)OC(=O)C. Cell line: UO-31. Synergy scores: CSS=5.38, Synergy_ZIP=-3.28, Synergy_Bliss=-3.12, Synergy_Loewe=-10.7, Synergy_HSA=-2.18. (2) Drug 1: CC1=C(C=C(C=C1)NC2=NC=CC(=N2)N(C)C3=CC4=NN(C(=C4C=C3)C)C)S(=O)(=O)N.Cl. Drug 2: C1CC(=O)NC(=O)C1N2C(=O)C3=CC=CC=C3C2=O. Cell line: 786-0. Synergy scores: CSS=6.87, Synergy_ZIP=1.38, Synergy_Bliss=7.80, Synergy_Loewe=5.74, Synergy_HSA=6.52. (3) Cell line: LOX IMVI. Drug 2: CN(C)C1=NC(=NC(=N1)N(C)C)N(C)C. Synergy scores: CSS=6.79, Synergy_ZIP=-3.86, Synergy_Bliss=-3.19, Synergy_Loewe=-1.58, Synergy_HSA=0.0427. Drug 1: C1CCC(C1)C(CC#N)N2C=C(C=N2)C3=C4C=CNC4=NC=N3. (4) Drug 1: CC1C(C(CC(O1)OC2CC(CC3=C2C(=C4C(=C3O)C(=O)C5=C(C4=O)C(=CC=C5)OC)O)(C(=O)C)O)N)O.Cl. Drug 2: C1=CC(=CC=C1C#N)C(C2=CC=C(C=C2)C#N)N3C=NC=N3. Cell line: UACC-257. Synergy scores: CSS=0.464, Synergy_ZIP=0.0527, Synergy_Bliss=0.436, Synergy_Loewe=-6.36, Synergy_HSA=-1.92. (5) Drug 1: CC1=CC=C(C=C1)C2=CC(=NN2C3=CC=C(C=C3)S(=O)(=O)N)C(F)(F)F. Drug 2: CN(CCCl)CCCl.Cl. Cell line: KM12. Synergy scores: CSS=21.1, Synergy_ZIP=-9.91, Synergy_Bliss=-2.32, Synergy_Loewe=-8.38, Synergy_HSA=-0.128. (6) Drug 1: CCN(CC)CCCC(C)NC1=C2C=C(C=CC2=NC3=C1C=CC(=C3)Cl)OC. Drug 2: CC1C(C(CC(O1)OC2CC(CC3=C2C(=C4C(=C3O)C(=O)C5=CC=CC=C5C4=O)O)(C(=O)C)O)N)O. Cell line: LOX IMVI. Synergy scores: CSS=43.7, Synergy_ZIP=-6.92, Synergy_Bliss=-9.57, Synergy_Loewe=-11.4, Synergy_HSA=-6.46.